Dataset: Forward reaction prediction with 1.9M reactions from USPTO patents (1976-2016). Task: Predict the product of the given reaction. (1) The product is: [CH3:29][C@@H:31]1[CH:48]2[C@:43]([CH3:50])([CH2:44][CH2:45][C:46](=[O:49])[CH2:47]2)[C@@H:42]2[C@H:33]([C@H:34]3[C@@:38]([CH2:40][CH2:41]2)([CH3:39])[C:37](=[O:51])[CH2:36][CH2:35]3)[CH2:32]1. Given the reactants C1COC23OCCOC2([C@]2(CC[C@H]4[C@@H](C[C@H](C)C5[C@]4(C)CCCC5)[C@@H]2C3)C)O1.[C:29]([C@@H:31]1[CH:48]2[C@:43]([CH3:50])([CH2:44][CH2:45][C:46](=[O:49])[CH2:47]2)[C@@H:42]2[C@H:33]([C@H:34]3[C@@:38]([CH2:40][CH2:41]2)([CH3:39])[C:37](=[O:51])[CH2:36][CH2:35]3)[CH2:32]1)#N, predict the reaction product. (2) Given the reactants C[O:2][C:3]([C:5]1[S:9][C:8]([C:10]2[CH:15]=[CH:14][C:13]([Cl:16])=[CH:12][CH:11]=2)=[N:7][C:6]=1[CH2:17][CH:18]([O:21][CH3:22])[O:19][CH3:20])=[O:4].[OH-].[Na+], predict the reaction product. The product is: [Cl:16][C:13]1[CH:14]=[CH:15][C:10]([C:8]2[S:9][C:5]([C:3]([OH:4])=[O:2])=[C:6]([CH2:17][CH:18]([O:21][CH3:22])[O:19][CH3:20])[N:7]=2)=[CH:11][CH:12]=1. (3) The product is: [Cl:15][C:4]1[C:3]([CH3:16])=[C:2]([NH:1][C:17]([NH:32][C:30]2[S:31][C:27]([CH:21]3[CH2:26][CH2:25][CH2:24][CH2:23][CH2:22]3)=[N:28][N:29]=2)=[O:18])[S:6][C:5]=1[C:7]([N:9]1[CH2:14][CH2:13][O:12][CH2:11][CH2:10]1)=[O:8]. Given the reactants [NH2:1][C:2]1[S:6][C:5]([C:7]([N:9]2[CH2:14][CH2:13][O:12][CH2:11][CH2:10]2)=[O:8])=[C:4]([Cl:15])[C:3]=1[CH3:16].[C:17](Cl)(Cl)=[O:18].[CH:21]1([C:27]2[S:31][C:30]([NH2:32])=[N:29][N:28]=2)[CH2:26][CH2:25][CH2:24][CH2:23][CH2:22]1, predict the reaction product.